Predict the reactants needed to synthesize the given product. From a dataset of Full USPTO retrosynthesis dataset with 1.9M reactions from patents (1976-2016). (1) Given the product [C:1]([NH:11][C@H:12]([C:16]([O:18][CH:19]([CH3:32])[C:20]([OH:22])=[O:21])=[O:17])[CH:13]([CH3:14])[CH3:15])([O:3][CH2:4][C:5]1[CH:10]=[CH:9][CH:8]=[CH:7][CH:6]=1)=[O:2], predict the reactants needed to synthesize it. The reactants are: [C:1]([NH:11][C@H:12]([C:16]([O:18][CH:19]([CH3:32])[C:20]([O:22]CC1C=CC(OC)=CC=1)=[O:21])=[O:17])[CH:13]([CH3:15])[CH3:14])([O:3][CH2:4][C:5]1[CH:10]=[CH:9][CH:8]=[CH:7][CH:6]=1)=[O:2].FC(F)(F)C(O)=O. (2) Given the product [CH:61]1([N:58]2[CH2:57][CH2:56][N:39]3[C:40]([CH2:44][C:45]4([C:50]5[CH:51]=[CH:52][CH:53]=[CH:54][CH:55]=5)[CH2:49][CH2:48][CH2:47][CH2:46]4)=[N:41][C:42](=[O:43])[C:37]([OH:36])=[C:38]3[C:59]2=[O:60])[CH2:62][CH2:63][CH2:64]1, predict the reactants needed to synthesize it. The reactants are: C1(N2CCN3C(CC4(C5C=CC=CC=5)CCCC4)=NC(=O)C(O)=C3C2=O)CC1.C([O:36][C:37]1[C:42](=[O:43])[N:41]=[C:40]([CH2:44][C:45]2([C:50]3[CH:55]=[CH:54][CH:53]=[CH:52][CH:51]=3)[CH2:49][CH2:48][CH2:47][CH2:46]2)[N:39]2[CH2:56][CH2:57][N:58]([CH:61]3[CH2:64][CH2:63][CH2:62]3)[C:59](=[O:60])[C:38]=12)C1C=CC=CC=1.